This data is from Catalyst prediction with 721,799 reactions and 888 catalyst types from USPTO. The task is: Predict which catalyst facilitates the given reaction. (1) Reactant: [N:1]1([CH2:7][CH2:8][NH:9][C:10]([C:12]2[C:16]([CH3:17])=[C:15](/[CH:18]=[C:19]3\[C:20](=[O:40])[NH:21][C:22]4[C:27]\3=[CH:26][C:25]([S:28]([CH2:31][C:32]3[C:37]([Cl:38])=[CH:36][CH:35]=[CH:34][C:33]=3[Cl:39])(=[O:30])=[O:29])=[CH:24][CH:23]=4)[NH:14][C:13]=2[CH3:41])=[O:11])[CH2:6][CH2:5][NH:4][CH2:3][CH2:2]1.[C:42]([NH:49][C@@H:50]([C:52]([OH:54])=O)[CH3:51])([O:44][C:45]([CH3:48])([CH3:47])[CH3:46])=[O:43].[C:55](P(=O)(OCC)OCC)#N. Product: [C:45]([O:44][C:42](=[O:43])[NH:49][C:50]([CH3:51])([CH3:55])[C:52]([N:4]1[CH2:5][CH2:6][N:1]([CH2:7][CH2:8][NH:9][C:10]([C:12]2[C:16]([CH3:17])=[C:15](/[CH:18]=[C:19]3\[C:20](=[O:40])[NH:21][C:22]4[C:27]\3=[CH:26][C:25]([S:28]([CH2:31][C:32]3[C:37]([Cl:38])=[CH:36][CH:35]=[CH:34][C:33]=3[Cl:39])(=[O:30])=[O:29])=[CH:24][CH:23]=4)[NH:14][C:13]=2[CH3:41])=[O:11])[CH2:2][CH2:3]1)=[O:54])([CH3:46])([CH3:47])[CH3:48]. The catalyst class is: 2. (2) Reactant: [NH2:1][C:2]1[CH:8]=[CH:7][C:5]([OH:6])=[CH:4][C:3]=1[OH:9].C(O[C:13](S)=[S:14])C.[OH-].[K+].Cl. Product: [SH:14][C:13]1[O:9][C:3]2[CH:4]=[C:5]([OH:6])[CH:7]=[CH:8][C:2]=2[N:1]=1. The catalyst class is: 40. (3) Reactant: [CH2:1]([O:8][C:9]1[C:10]([NH2:16])=[N:11][CH:12]=[C:13]([Br:15])[CH:14]=1)[C:2]1[CH:7]=[CH:6][CH:5]=[CH:4][CH:3]=1.Cl[C:18]1[C:27]([N:28]=[C:29]=[S:30])=[CH:26][C:21]([C:22]([O:24][CH3:25])=[O:23])=[CH:20][N:19]=1. Product: [CH2:1]([O:8][C:9]1[C:10]([NH:16][C:29]2[S:30][C:18]3[C:27]([N:28]=2)=[CH:26][C:21]([C:22]([O:24][CH3:25])=[O:23])=[CH:20][N:19]=3)=[N:11][CH:12]=[C:13]([Br:15])[CH:14]=1)[C:2]1[CH:3]=[CH:4][CH:5]=[CH:6][CH:7]=1. The catalyst class is: 3. (4) Reactant: [CH:1]([O:4][C:5]1[CH:6]=[C:7](/[CH:11]=[CH:12]/[CH2:13][C@H:14]([OH:16])[CH3:15])[CH:8]=[N:9][CH:10]=1)([CH3:3])[CH3:2].[C:17]1([CH3:27])[CH:22]=[CH:21][C:20]([S:23](Cl)(=[O:25])=[O:24])=[CH:19][CH:18]=1. Product: [C:17]1([CH3:27])[CH:22]=[CH:21][C:20]([S:23]([O:16][C@@H:14]([CH2:13]/[CH:12]=[CH:11]/[C:7]2[CH:8]=[N:9][CH:10]=[C:5]([O:4][CH:1]([CH3:3])[CH3:2])[CH:6]=2)[CH3:15])(=[O:25])=[O:24])=[CH:19][CH:18]=1. The catalyst class is: 17. (5) Reactant: [F:1][C:2]1[CH:7]=[CH:6][C:5]([O:8][CH3:9])=[CH:4][C:3]=1[C:10]1[C:11]([C:26](OCC)=[O:27])=[CH:12][C:13]([O:16][CH2:17][C:18]2[CH:23]=[CH:22][C:21]([O:24][CH3:25])=[CH:20][CH:19]=2)=[CH:14][CH:15]=1.[C:31]([Li])([CH3:34])([CH3:33])[CH3:32].[Cl-].[NH4+]. Product: [F:1][C:2]1[CH:7]=[CH:6][C:5]([O:8][CH3:9])=[CH:4][C:3]=1[C:10]1[CH:15]=[CH:14][C:13]([O:16][CH2:17][C:18]2[CH:19]=[CH:20][C:21]([O:24][CH3:25])=[CH:22][CH:23]=2)=[CH:12][C:11]=1[C:26](=[O:27])[C:31]([CH3:34])([CH3:33])[CH3:32]. The catalyst class is: 773. (6) Reactant: C(OC([N:8]1[CH2:13][CH2:12][CH:11]([O:14][C:15]2[CH:20]=[CH:19][C:18]([N:21]3[CH2:26][CH2:25][C:24]4[CH:27]=[C:28]([C:30]5[CH:35]=[CH:34][C:33]([Cl:36])=[CH:32][CH:31]=5)[S:29][C:23]=4[C:22]3=[O:37])=[CH:17][N:16]=2)[CH2:10][CH2:9]1)=O)(C)(C)C.CO.Cl.O1CCOCC1. Product: [ClH:36].[Cl:36][C:33]1[CH:32]=[CH:31][C:30]([C:28]2[S:29][C:23]3[C:22](=[O:37])[N:21]([C:18]4[CH:17]=[N:16][C:15]([O:14][CH:11]5[CH2:12][CH2:13][NH:8][CH2:9][CH2:10]5)=[CH:20][CH:19]=4)[CH2:26][CH2:25][C:24]=3[CH:27]=2)=[CH:35][CH:34]=1. The catalyst class is: 4. (7) Reactant: Cl[C:2]1[CH:7]=[CH:6][C:5]([CH2:8][O:9][CH3:10])=[CH:4][N:3]=1.O.[NH2:12][NH2:13]. Product: [NH:12]([C:2]1[CH:7]=[CH:6][C:5]([CH2:8][O:9][CH3:10])=[CH:4][N:3]=1)[NH2:13]. The catalyst class is: 8. (8) Reactant: Br[C:2]1[CH:3]=[CH:4][C:5]([O:8][C:9]2[CH:14]=[CH:13][C:12]([F:15])=[CH:11][CH:10]=2)=[N:6][CH:7]=1.[CH2:16]([Li])[CH2:17][CH2:18][CH3:19].Cl.Cl.C1(C2C=[CH:32][CH:31]=[CH:30][NH:29]N=2)CCC1.[CH3:34][CH2:35][N:36]([CH:40](C)C)C(C)C.CC[O:45]CC. Product: [CH:19]1([N:29]2[CH2:30][CH2:31][CH2:32][N:36]([C:40]([C:2]3[CH:7]=[N:6][C:5]([O:8][C:9]4[CH:14]=[CH:13][C:12]([F:15])=[CH:11][CH:10]=4)=[CH:4][CH:3]=3)=[O:45])[CH2:35][CH2:34]2)[CH2:18][CH2:17][CH2:16]1. The catalyst class is: 2. (9) Reactant: [N+:1]([C:4]1[CH:9]=[CH:8][C:7]([CH:10]2[CH2:15][C:14](=[O:16])[O:13][C:12](=O)[CH2:11]2)=[CH:6][CH:5]=1)([O-:3])=[O:2].[CH3:18][NH2:19]. Product: [CH3:18][N:19]1[C:14](=[O:16])[CH2:15][CH:10]([C:7]2[CH:8]=[CH:9][C:4]([N+:1]([O-:3])=[O:2])=[CH:5][CH:6]=2)[CH2:11][C:12]1=[O:13]. The catalyst class is: 1. (10) Reactant: Br[C:2]1[CH:3]=[C:4]([CH:16]=[C:17]([F:19])[CH:18]=1)[O:5][C:6]1[CH:11]=[CH:10][C:9]([C:12]([F:15])([F:14])[F:13])=[CH:8][N:7]=1.[B:20](OC(C)C)([O:25]C(C)C)[O:21]C(C)C.[Li]CCCC.Cl. Product: [F:19][C:17]1[CH:18]=[C:2]([B:20]([OH:25])[OH:21])[CH:3]=[C:4]([O:5][C:6]2[CH:11]=[CH:10][C:9]([C:12]([F:15])([F:14])[F:13])=[CH:8][N:7]=2)[CH:16]=1. The catalyst class is: 182.